The task is: Regression. Given two drug SMILES strings and cell line genomic features, predict the synergy score measuring deviation from expected non-interaction effect.. This data is from NCI-60 drug combinations with 297,098 pairs across 59 cell lines. (1) Synergy scores: CSS=78.1, Synergy_ZIP=4.72, Synergy_Bliss=1.99, Synergy_Loewe=-1.45, Synergy_HSA=3.13. Drug 1: CC12CCC3C(C1CCC2=O)CC(=C)C4=CC(=O)C=CC34C. Cell line: SR. Drug 2: C1C(C(OC1N2C=C(C(=O)NC2=O)F)CO)O. (2) Drug 1: CN1CCC(CC1)COC2=C(C=C3C(=C2)N=CN=C3NC4=C(C=C(C=C4)Br)F)OC. Drug 2: CC1=CC2C(CCC3(C2CCC3(C(=O)C)OC(=O)C)C)C4(C1=CC(=O)CC4)C. Cell line: OVCAR-8. Synergy scores: CSS=6.16, Synergy_ZIP=-0.552, Synergy_Bliss=1.11, Synergy_Loewe=-6.68, Synergy_HSA=-0.118.